This data is from Catalyst prediction with 721,799 reactions and 888 catalyst types from USPTO. The task is: Predict which catalyst facilitates the given reaction. Reactant: [F:1][C:2]1[CH:3]=[C:4]2[C:8](=[CH:9][CH:10]=1)[NH:7][C:6](=[O:11])[CH2:5]2.C[Si]([N-][Si](C)(C)C)(C)C.[Li+].[Cl:22][C:23]1[N:28]=[CH:27][C:26]2[C:29](=O)[O:30][CH2:31][C:25]=2[C:24]=1[Cl:33].Cl. Product: [Cl:22][C:23]1[N:28]=[CH:27][C:26]2[C:29](=[C:5]3[C:4]4[C:8](=[CH:9][CH:10]=[C:2]([F:1])[CH:3]=4)[NH:7][C:6]3=[O:11])[O:30][CH2:31][C:25]=2[C:24]=1[Cl:33]. The catalyst class is: 1.